Dataset: Full USPTO retrosynthesis dataset with 1.9M reactions from patents (1976-2016). Task: Predict the reactants needed to synthesize the given product. (1) The reactants are: Cl[C:2]1[CH:3]=[CH:4][C:5]2[N:11]3[CH2:12][C@H:8]([CH2:9][CH2:10]3)[N:7]([C:13]([NH:15][C:16]3[CH:21]=[N:20][CH:19]=[CH:18][N:17]=3)=[O:14])[C:6]=2[N:22]=1.[CH3:23][N:24]1[CH:28]=[C:27](B(O)O)[CH:26]=[N:25]1.[O-]P([O-])([O-])=O.[K+].[K+].[K+].CC(C1C=C(C(C)C)C(C2C=CC=CC=2P(C2CCCCC2)C2CCCCC2)=C(C(C)C)C=1)C. Given the product [CH3:23][N:24]1[CH:28]=[C:27]([C:2]2[CH:3]=[CH:4][C:5]3[N:11]4[CH2:12][C@H:8]([CH2:9][CH2:10]4)[N:7]([C:13]([NH:15][C:16]4[CH:21]=[N:20][CH:19]=[CH:18][N:17]=4)=[O:14])[C:6]=3[N:22]=2)[CH:26]=[N:25]1, predict the reactants needed to synthesize it. (2) Given the product [Br:13][C:5]1[CH:6]=[CH:7][C:8]([O:10][CH2:11][CH3:12])=[CH:9][C:4]=1[C:3]([OH:14])=[O:2], predict the reactants needed to synthesize it. The reactants are: C[O:2][C:3](=[O:14])[C:4]1[CH:9]=[C:8]([O:10][CH2:11][CH3:12])[CH:7]=[CH:6][C:5]=1[Br:13].[OH-].[Na+]. (3) Given the product [NH2:7][C@@H:8]([C:11]1[C:12]([F:29])=[C:13]([C:14]([O:17][CH3:18])=[CH:15][CH:16]=1)[C:19]([C:20]1[CH:21]=[C:22]([CH:23]=[CH:24][CH:25]=1)[C:26]#[N:27])=[O:28])[CH2:9][CH3:10], predict the reactants needed to synthesize it. The reactants are: C(OC(=O)[NH:7][C@@H:8]([C:11]1[CH:16]=[CH:15][C:14]([O:17][CH3:18])=[C:13]([C:19](=[O:28])[C:20]2[CH:25]=[CH:24][CH:23]=[C:22]([C:26]#[N:27])[CH:21]=2)[C:12]=1[F:29])[CH2:9][CH3:10])(C)(C)C.Cl.O1CCOCC1.[OH-].[Na+]. (4) Given the product [C:1]([O:4][C@@H:5]1[C@@H:18]([O:19][C:20](=[O:22])[CH3:21])[C@H:17]([O:23][C:24](=[O:26])[CH3:25])[CH2:16][S:15][C@H:6]1[O:7][C:8]1[CH:9]=[N:10][CH:11]=[CH:12][C:13]=1[C:31]1[CH:32]=[CH:33][C:28]([F:27])=[CH:29][CH:30]=1)(=[O:3])[CH3:2], predict the reactants needed to synthesize it. The reactants are: [C:1]([O:4][C@@H:5]1[C@@H:18]([O:19][C:20](=[O:22])[CH3:21])[C@H:17]([O:23][C:24](=[O:26])[CH3:25])[CH2:16][S:15][C@H:6]1[O:7][C:8]1[CH:9]=[N:10][CH:11]=[CH:12][C:13]=1I)(=[O:3])[CH3:2].[F:27][C:28]1[CH:33]=[CH:32][C:31](B(O)O)=[CH:30][CH:29]=1. (5) Given the product [NH2:10][C:11]1[C:16]([Cl:17])=[CH:15][C:14]([C:18](=[O:34])[CH2:19][CH2:20][CH:21]2[CH2:22][CH2:23][N:24]([CH2:27][CH:28]3[CH2:29][CH2:30][CH2:31][CH2:32][CH2:33]3)[CH2:25][CH2:26]2)=[C:13]([O:35][CH2:8][CH3:9])[CH:12]=1, predict the reactants needed to synthesize it. The reactants are: C([O-])([O-])=O.[K+].[K+].I[CH2:8][CH3:9].[NH2:10][C:11]1[C:16]([Cl:17])=[CH:15][C:14]([C:18](=[O:34])[CH2:19][CH2:20][CH:21]2[CH2:26][CH2:25][N:24]([CH2:27][CH:28]3[CH2:33][CH2:32][CH2:31][CH2:30][CH2:29]3)[CH2:23][CH2:22]2)=[C:13]([OH:35])[CH:12]=1. (6) Given the product [F:1][C:2]([F:7])([F:6])[C:3]([OH:5])=[O:4].[Cl:15][C:16]1[CH:17]=[N:18][C:19]2[NH:20][C:21]3[CH:22]=[CH:23][CH:24]=[C:25]([CH:45]=3)[CH2:26][CH2:27][C:28]3[CH:36]=[C:32]([NH:33][C:34]=1[N:35]=2)[CH:31]=[CH:30][C:29]=3[NH:37][C:38]([C@@H:40]1[CH2:44][CH2:43][N:42]([C:53]([NH:52][C:46]2[CH:51]=[CH:50][CH:49]=[CH:48][CH:47]=2)=[O:54])[CH2:41]1)=[O:39], predict the reactants needed to synthesize it. The reactants are: [F:1][C:2]([F:7])([F:6])[C:3]([OH:5])=[O:4].FC(F)(F)C(O)=O.[Cl:15][C:16]1[CH:17]=[N:18][C:19]2[NH:20][C:21]3[CH:22]=[CH:23][CH:24]=[C:25]([CH:45]=3)[CH2:26][CH2:27][C:28]3[CH:36]=[C:32]([NH:33][C:34]=1[N:35]=2)[CH:31]=[CH:30][C:29]=3[NH:37][C:38]([C@@H:40]1[CH2:44][CH2:43][NH:42][CH2:41]1)=[O:39].[C:46]1([N:52]=[C:53]=[O:54])[CH:51]=[CH:50][CH:49]=[CH:48][CH:47]=1. (7) Given the product [N:21]([CH2:2][C:3]([N:5]1[C:11]2[CH:12]=[CH:13][CH:14]=[CH:15][C:10]=2[CH2:9][CH2:8][C:7]2[CH:16]=[CH:17][C:18]([Cl:20])=[CH:19][C:6]1=2)=[O:4])=[N+:22]=[N-:23], predict the reactants needed to synthesize it. The reactants are: Cl[CH2:2][C:3]([N:5]1[C:11]2[CH:12]=[CH:13][CH:14]=[CH:15][C:10]=2[CH2:9][CH2:8][C:7]2[CH:16]=[CH:17][C:18]([Cl:20])=[CH:19][C:6]1=2)=[O:4].[N-:21]=[N+:22]=[N-:23].[Na+]. (8) Given the product [CH3:25][C:26]1([CH3:33])[O:30][C@H:29]([CH2:31][O:32][CH2:2][C:3]2[C:11]3[C:6](=[CH:7][N:8]=[C:9]([C:12]([O:14][CH3:15])=[O:13])[CH:10]=3)[N:5]([CH2:16][C:17]3[CH:22]=[CH:21][C:20]([F:23])=[CH:19][CH:18]=3)[CH:4]=2)[CH2:28][O:27]1, predict the reactants needed to synthesize it. The reactants are: Cl[CH2:2][C:3]1[C:11]2[C:6](=[CH:7][N:8]=[C:9]([C:12]([O:14][CH3:15])=[O:13])[CH:10]=2)[N:5]([CH2:16][C:17]2[CH:22]=[CH:21][C:20]([F:23])=[CH:19][C:18]=2F)[CH:4]=1.[CH3:25][C:26]1([CH3:33])[O:30][C@H:29]([CH2:31][OH:32])[CH2:28][O:27]1.CCN(C(C)C)C(C)C. (9) Given the product [CH3:17][O:16][C:11]1[CH:10]=[CH:9][CH:8]=[C:7]2[C:12]=1[O:13][C:14]1[CH:15]=[C:2]([C:26]3[CH:25]=[N:24][CH:29]=[CH:28][CH:27]=3)[CH:3]=[CH:4][C:5]=1[CH:6]2[CH:18]1[CH2:23][CH2:22][NH:21][CH2:20][CH2:19]1, predict the reactants needed to synthesize it. The reactants are: Br[C:2]1[CH:3]=[CH:4][C:5]2[CH:6]([CH:18]3[CH2:23][CH2:22][NH:21][CH2:20][CH2:19]3)[C:7]3[C:12]([O:13][C:14]=2[CH:15]=1)=[C:11]([O:16][CH3:17])[CH:10]=[CH:9][CH:8]=3.[N:24]1[CH:29]=[CH:28][CH:27]=[C:26](B(O)O)[CH:25]=1.C([O-])([O-])=O.[Na+].[Na+]. (10) Given the product [CH3:22][Si:23]([CH3:26])([CH3:25])[N:7]([Si:23]([CH3:26])([CH3:25])[CH3:22])[CH2:6][CH2:5][O:4][CH2:1][CH2:2][CH2:3][Si:10]([O:13][CH3:14])([O:11][CH3:12])[O:9][CH3:8], predict the reactants needed to synthesize it. The reactants are: [CH2:1]([O:4][CH2:5][CH2:6][NH2:7])[CH:2]=[CH2:3].[CH3:8][O:9][SiH:10]([O:13][CH3:14])[O:11][CH3:12].C(N(CC)CC)C.[CH3:22][Si:23]([CH3:26])([CH3:25])Cl.